This data is from Peptide-MHC class I binding affinity with 185,985 pairs from IEDB/IMGT. The task is: Regression. Given a peptide amino acid sequence and an MHC pseudo amino acid sequence, predict their binding affinity value. This is MHC class I binding data. (1) The peptide sequence is SRFQGTLYL. The MHC is Mamu-B03 with pseudo-sequence Mamu-B03. The binding affinity (normalized) is 0.749. (2) The binding affinity (normalized) is 0.121. The peptide sequence is VAVAAASST. The MHC is HLA-A02:01 with pseudo-sequence HLA-A02:01. (3) The peptide sequence is RRFFPYYVY. The MHC is HLA-A01:01 with pseudo-sequence HLA-A01:01. The binding affinity (normalized) is 0.0847. (4) The peptide sequence is GPSVASRAL. The MHC is HLA-B08:01 with pseudo-sequence HLA-B08:01. The binding affinity (normalized) is 0.213. (5) The binding affinity (normalized) is 0.107. The peptide sequence is KVQRQIQVH. The MHC is HLA-A11:01 with pseudo-sequence HLA-A11:01. (6) The peptide sequence is GIKGLDERFV. The MHC is HLA-A02:02 with pseudo-sequence HLA-A02:02. The binding affinity (normalized) is 0.193. (7) The peptide sequence is SFYVNRGFK. The MHC is HLA-B58:01 with pseudo-sequence HLA-B58:01. The binding affinity (normalized) is 0.0847.